From a dataset of Full USPTO retrosynthesis dataset with 1.9M reactions from patents (1976-2016). Predict the reactants needed to synthesize the given product. (1) Given the product [OH:19][C@@H:20]1[CH2:37][CH2:36][C@@:35]2([CH3:38])[C@@H:22]([CH2:23][CH2:24][C@@H:25]3[C@@H:34]2[CH2:33][CH2:32][C@@:30]2([CH3:31])[C@H:26]3[CH2:27][CH2:28][C@@H:29]2[SH:39])[CH2:21]1, predict the reactants needed to synthesize it. The reactants are: [H-].C(O[Al](OC(C)(C)C)OC(C)(C)C)(C)(C)C.[Li+].[OH:19][C@@H:20]1[CH2:37][CH2:36][C@@:35]2([CH3:38])[C@@H:22]([CH2:23][CH2:24][C@@H:25]3[C@@H:34]2[CH2:33][CH2:32][C@@:30]2([CH3:31])[C@H:26]3[CH2:27][CH2:28][C:29]2=[S:39])[CH2:21]1.C([O-])(O)=O.[Na+]. (2) Given the product [CH3:3][N:4]1[CH:8]=[C:7]([C:9]2[CH:32]=[CH:31][C:12]3[N:13]([C:16]4[CH:17]=[C:18]([CH:19]=[C:20]([N:22]5[CH:23]=[CH:24][CH:25]=[CH:26]5)[CH:21]=4)[NH2:27])[CH:14]=[N:15][C:11]=3[CH:10]=2)[CH:6]=[N:5]1, predict the reactants needed to synthesize it. The reactants are: [OH-].[Na+].[CH3:3][N:4]1[CH:8]=[C:7]([C:9]2[CH:32]=[CH:31][C:12]3[N:13]([C:16]4[CH:17]=[C:18]([NH:27]C(=O)C)[CH:19]=[C:20]([N:22]5[CH:26]=[CH:25][CH:24]=[CH:23]5)[CH:21]=4)[CH:14]=[N:15][C:11]=3[CH:10]=2)[CH:6]=[N:5]1. (3) The reactants are: [CH3:1][N:2]1[C:6]2[CH:7]=[CH:8][C:9]([N+:11]([O-:13])=[O:12])=[CH:10][C:5]=2[NH:4][C:3]1=[O:14].C(=O)([O-])[O-].[K+].[K+].ClC(Cl)(Cl)S(O[CH2:27][C:28]([F:31])([F:30])[F:29])(=O)=O.Cl. Given the product [CH3:1][N:2]1[C:6]2[CH:7]=[CH:8][C:9]([N+:11]([O-:13])=[O:12])=[CH:10][C:5]=2[N:4]([CH2:27][C:28]([F:31])([F:30])[F:29])[C:3]1=[O:14], predict the reactants needed to synthesize it. (4) The reactants are: [F:1][C:2]1([F:20])[CH2:5][CH:4]([NH:6][C:7]2[N:15]=[CH:14][C:13]([C:16]([F:19])([F:18])[F:17])=[CH:12][C:8]=2[C:9]([OH:11])=O)[CH2:3]1.[CH3:21][C:22]([NH2:26])([C:24]#[CH:25])[CH3:23].C1C=CC2N(O)N=NC=2C=1.CCN=C=NCCCN(C)C.CCN(C(C)C)C(C)C. Given the product [F:1][C:2]1([F:20])[CH2:5][CH:4]([NH:6][C:7]2[N:15]=[CH:14][C:13]([C:16]([F:19])([F:18])[F:17])=[CH:12][C:8]=2[C:9]([NH:26][C:22]([CH3:23])([C:24]#[CH:25])[CH3:21])=[O:11])[CH2:3]1, predict the reactants needed to synthesize it.